This data is from NCI-60 drug combinations with 297,098 pairs across 59 cell lines. The task is: Regression. Given two drug SMILES strings and cell line genomic features, predict the synergy score measuring deviation from expected non-interaction effect. (1) Drug 1: CC1=C(C(CCC1)(C)C)C=CC(=CC=CC(=CC(=O)O)C)C. Drug 2: C1CN(CCN1C(=O)CCBr)C(=O)CCBr. Cell line: NCI-H522. Synergy scores: CSS=24.7, Synergy_ZIP=-1.50, Synergy_Bliss=1.86, Synergy_Loewe=-0.431, Synergy_HSA=1.77. (2) Drug 1: CS(=O)(=O)C1=CC(=C(C=C1)C(=O)NC2=CC(=C(C=C2)Cl)C3=CC=CC=N3)Cl. Drug 2: C1=CC=C(C=C1)NC(=O)CCCCCCC(=O)NO. Cell line: OVCAR-5. Synergy scores: CSS=20.8, Synergy_ZIP=-2.11, Synergy_Bliss=1.84, Synergy_Loewe=-7.97, Synergy_HSA=1.90. (3) Drug 1: CN(C)C1=NC(=NC(=N1)N(C)C)N(C)C. Drug 2: C(=O)(N)NO. Cell line: SK-MEL-5. Synergy scores: CSS=0.171, Synergy_ZIP=2.86, Synergy_Bliss=6.42, Synergy_Loewe=-1.51, Synergy_HSA=-0.206. (4) Drug 1: CNC(=O)C1=CC=CC=C1SC2=CC3=C(C=C2)C(=NN3)C=CC4=CC=CC=N4. Drug 2: C1=NC2=C(N1)C(=S)N=C(N2)N. Cell line: SN12C. Synergy scores: CSS=36.4, Synergy_ZIP=9.61, Synergy_Bliss=10.8, Synergy_Loewe=11.6, Synergy_HSA=12.4.